From a dataset of Reaction yield outcomes from USPTO patents with 853,638 reactions. Predict the reaction yield, written as a fraction of the theoretical maximum amount of product (1.0 means a 100% yield; for example, 0.34 means a 34% yield). (1) The reactants are C([O:8][C:9]1[CH:17]=[CH:16][C:15]2[NH:14][C:13]3[C:18](=[CH:21][C:22]([O:24][CH2:25][CH3:26])=[O:23])[CH2:19][CH2:20][C:12]=3[C:11]=2[CH:10]=1)C1C=CC=CC=1.C(OCC)(=O)C.C(O)=O.C(N(CC)CC)C. The catalyst is [Pd]. The product is [OH:8][C:9]1[CH:17]=[CH:16][C:15]2[NH:14][C:13]3[CH:18]([CH2:21][C:22]([O:24][CH2:25][CH3:26])=[O:23])[CH2:19][CH2:20][C:12]=3[C:11]=2[CH:10]=1. The yield is 0.790. (2) The reactants are Cl[C:2]1[N:3]=[C:4]([O:11][C:12]2[C:19]([CH3:20])=[CH:18][C:15]([C:16]#[N:17])=[CH:14][C:13]=2[CH3:21])[C:5]2[CH:10]=[CH:9][S:8][C:6]=2[N:7]=1.C(O)(C(F)(F)F)=O.[NH2:29][C:30]1[CH:37]=[CH:36][C:33]([C:34]#[N:35])=[CH:32][CH:31]=1. The catalyst is C(OCC)(=O)C. The product is [C:34]([C:33]1[CH:36]=[CH:37][C:30]([NH:29][C:2]2[N:3]=[C:4]([O:11][C:12]3[C:19]([CH3:20])=[CH:18][C:15]([C:16]#[N:17])=[CH:14][C:13]=3[CH3:21])[C:5]3[CH:10]=[CH:9][S:8][C:6]=3[N:7]=2)=[CH:31][CH:32]=1)#[N:35]. The yield is 0.140. (3) The reactants are [Br:1][C:2]1[CH:7]=[C:6]([F:8])[C:5]([N+:9]([O-])=O)=[CH:4][C:3]=1[N:12]([S:18]([CH2:21][CH3:22])(=[O:20])=[O:19])[S:13]([CH2:16][CH3:17])(=[O:15])=[O:14]. The catalyst is C(O)(=O)C.[Fe]. The product is [Br:1][C:2]1[CH:7]=[C:6]([F:8])[C:5]([NH2:9])=[CH:4][C:3]=1[N:12]([S:13]([CH2:16][CH3:17])(=[O:15])=[O:14])[S:18]([CH2:21][CH3:22])(=[O:19])=[O:20]. The yield is 0.340.